Dataset: Forward reaction prediction with 1.9M reactions from USPTO patents (1976-2016). Task: Predict the product of the given reaction. (1) Given the reactants CC(OC([NH:8][C@@:9]([CH3:15])([C:12]([OH:14])=O)[CH2:10][OH:11])=O)(C)C.Cl.[CH3:17][CH:18]([O:20][C:21]1[CH:28]=[CH:27][C:26]([C:29]2[O:33][N:32]=[C:31]([C:34]3[C:35]([CH3:44])=[C:36]4[C:41](=[CH:42][CH:43]=3)[CH2:40][NH:39][CH2:38][CH2:37]4)[N:30]=2)=[CH:25][C:22]=1[C:23]#[N:24])[CH3:19].CN(C(ON1N=NC2C=CC=NC1=2)=[N+](C)C)C.F[P-](F)(F)(F)(F)F.CCN(C(C)C)C(C)C.FC(F)(F)C(O)=O, predict the reaction product. The product is: [CH3:19][CH:18]([O:20][C:21]1[CH:28]=[CH:27][C:26]([C:29]2[O:33][N:32]=[C:31]([C:34]3[C:35]([CH3:44])=[C:36]4[C:41](=[CH:42][CH:43]=3)[CH2:40][N:39]([C:12](=[O:14])[C@@:9]([CH3:15])([CH2:10][OH:11])[NH2:8])[CH2:38][CH2:37]4)[N:30]=2)=[CH:25][C:22]=1[C:23]#[N:24])[CH3:17]. (2) The product is: [Cl:1][C:2]1[CH:33]=[CH:32][CH:31]=[C:30]([Cl:34])[C:3]=1[C:4]([NH:6][C@@H:7]([CH2:11][C:12]1[CH:13]=[C:14]2[C:19](=[CH:20][CH:21]=1)[N:18]=[C:17]([C:22]1[C:27]([Cl:28])=[CH:26][CH:25]=[CH:24][C:23]=1[Cl:29])[CH:16]=[CH:15]2)[C:8]([OH:10])=[O:9])=[O:5]. Given the reactants [Cl:1][C:2]1[CH:33]=[CH:32][CH:31]=[C:30]([Cl:34])[C:3]=1[C:4]([NH:6][C@H:7]([CH2:11][C:12]1[CH:13]=[C:14]2[C:19](=[CH:20][CH:21]=1)[N:18]=[C:17]([C:22]1[C:27]([Cl:28])=[CH:26][CH:25]=[CH:24][C:23]=1[Cl:29])[CH:16]=[CH:15]2)[C:8]([OH:10])=[O:9])=[O:5].ClC1C=CC=C(Cl)C=1C(N[C@H](CC1C=C2C(=CC=1)NC(C1C(Cl)=CC=CC=1Cl)CC2SC1C=CC=CC=1)C(OC)=O)=O, predict the reaction product. (3) The product is: [F:21][C:15]1[C:16]([F:20])=[CH:17][CH:18]=[CH:19][C:14]=1[C:10]1([O:13][CH3:25])[CH2:11][CH2:12][N:8]([C:6]([O:5][C:1]([CH3:4])([CH3:2])[CH3:3])=[O:7])[CH2:9]1. Given the reactants [C:1]([O:5][C:6]([N:8]1[CH2:12][CH2:11][C:10]([C:14]2[CH:19]=[CH:18][CH:17]=[C:16]([F:20])[C:15]=2[F:21])([OH:13])[CH2:9]1)=[O:7])([CH3:4])([CH3:3])[CH3:2].[H-].[Na+].I[CH3:25], predict the reaction product. (4) Given the reactants [NH2:1][C:2]1[C:3]([CH3:28])=[C:4]([C:8]2[C:20]3[C:19]4[C:14](=[CH:15][C:16]([CH:21]([OH:24])[CH2:22][OH:23])=[CH:17][CH:18]=4)[NH:13][C:12]=3[C:11]([C:25]([NH2:27])=[O:26])=[CH:10][CH:9]=2)[CH:5]=[CH:6][CH:7]=1.[F:29][C:30]1[CH:31]=[CH:32][C:33]([C:36](O)=[O:37])=[N:34][CH:35]=1.C1C=NC2N(O)N=NC=2C=1.C(Cl)CCl.CCN(C(C)C)C(C)C, predict the reaction product. The product is: [OH:24][CH:21]([C:16]1[CH:15]=[C:14]2[C:19]([C:20]3[C:8]([C:4]4[CH:5]=[CH:6][CH:7]=[C:2]([NH:1][C:36](=[O:37])[C:33]5[CH:32]=[CH:31][C:30]([F:29])=[CH:35][N:34]=5)[C:3]=4[CH3:28])=[CH:9][CH:10]=[C:11]([C:25]([NH2:27])=[O:26])[C:12]=3[NH:13]2)=[CH:18][CH:17]=1)[CH2:22][OH:23]. (5) Given the reactants [CH2:1]([C@H:3]([NH:18][C:19]([C@@H:21]1[CH2:25][C@H:24]([F:26])[CH2:23][N:22]1C(OC(C)(C)C)=O)=[O:20])/[CH:4]=[CH:5]/[C:6](=[O:17])[NH:7][C:8]1[S:9][C:10]([C:13]([F:16])([F:15])[F:14])=[N:11][N:12]=1)[CH3:2].[C:34]([OH:40])([C:36]([F:39])([F:38])[F:37])=[O:35], predict the reaction product. The product is: [F:37][C:36]([F:39])([F:38])[C:34]([OH:40])=[O:35].[CH2:1]([C@H:3]([NH:18][C:19](=[O:20])[C@@H:21]1[CH2:25][C@H:24]([F:26])[CH2:23][NH:22]1)/[CH:4]=[CH:5]/[C:6](=[O:17])[NH:7][C:8]1[S:9][C:10]([C:13]([F:16])([F:14])[F:15])=[N:11][N:12]=1)[CH3:2]. (6) Given the reactants [F:1][C:2]1[CH:10]=[C:9]([CH3:11])[C:8]2[NH:7][C:6]3[CH2:12][CH2:13][N:14]4[C@H:18]([C:5]=3[C:4]=2[CH:3]=1)[CH2:17][CH2:16][CH2:15]4.[H-].[Na+].[CH3:21][C:22]1([C:25]2[CH:26]=[N:27][CH:28]=[CH:29][CH:30]=2)[CH2:24][O:23]1, predict the reaction product. The product is: [F:1][C:2]1[CH:10]=[C:9]([CH3:11])[C:8]2[N:7]([CH2:21][C:22]([C:25]3[CH:26]=[N:27][CH:28]=[CH:29][CH:30]=3)([OH:23])[CH3:24])[C:6]3[CH2:12][CH2:13][N:14]4[C@H:18]([C:5]=3[C:4]=2[CH:3]=1)[CH2:17][CH2:16][CH2:15]4.